Dataset: Full USPTO retrosynthesis dataset with 1.9M reactions from patents (1976-2016). Task: Predict the reactants needed to synthesize the given product. (1) Given the product [ClH:44].[CH3:12][C:11]12[C:14]3[CH:20]=[C:19]([S:21]([C:22]4[CH:27]=[CH:26][CH:25]=[CH:24][CH:23]=4)(=[O:32])=[O:31])[CH:18]=[CH:17][C:15]=3[O:30][CH:29]1[CH2:6][NH:8][CH2:9][CH2:10]2, predict the reactants needed to synthesize it. The reactants are: C(O[C:6]([N:8]1C[CH2:12][C:11]2(C)[C:14]3[CH:20]=[C:19]([S:21][C:22]4[CH:27]=[CH:26][CH:25]=[CH:24][CH:23]=4)[CH:18]=[CH:17][C:15]=3O[CH:10]2[CH2:9]1)=O)(C)(C)C.[CH3:29][OH:30].[OH2:31].[OH:32]OS([O-])=O.[K+].O1CCOCC1.[ClH:44]. (2) Given the product [Br:1][C:2]1[CH:3]=[C:4]2[C:9](=[CH:10][CH:11]=1)[N:8]=[C:7]([S:12][CH3:13])[N:6]=[C:5]2[Cl:23], predict the reactants needed to synthesize it. The reactants are: [Br:1][C:2]1[CH:3]=[C:4]2[C:9](=[CH:10][CH:11]=1)[N:8]=[C:7]([S:12][CH3:13])[NH:6][C:5]2=O.N1C=CC=CC=1.O=P(Cl)(Cl)[Cl:23]. (3) The reactants are: [CH3:1][O:2][C:3]1[C:31]([O:32][CH3:33])=[CH:30][C:6]2[N:7]([C:10]3[S:14][C:13]([C:15]([O:17]C)=[O:16])=[C:12]([O:19][S:20]([C:23]4[CH:28]=[CH:27][CH:26]=[CH:25][C:24]=4[CH3:29])(=[O:22])=[O:21])[CH:11]=3)[CH:8]=[N:9][C:5]=2[CH:4]=1.[OH-].[Na+].Cl. Given the product [CH3:1][O:2][C:3]1[C:31]([O:32][CH3:33])=[CH:30][C:6]2[N:7]([C:10]3[S:14][C:13]([C:15]([OH:17])=[O:16])=[C:12]([O:19][S:20]([C:23]4[CH:28]=[CH:27][CH:26]=[CH:25][C:24]=4[CH3:29])(=[O:22])=[O:21])[CH:11]=3)[CH:8]=[N:9][C:5]=2[CH:4]=1, predict the reactants needed to synthesize it.